This data is from NCI-60 drug combinations with 297,098 pairs across 59 cell lines. The task is: Regression. Given two drug SMILES strings and cell line genomic features, predict the synergy score measuring deviation from expected non-interaction effect. (1) Drug 2: CC1=C(C=C(C=C1)C(=O)NC2=CC(=CC(=C2)C(F)(F)F)N3C=C(N=C3)C)NC4=NC=CC(=N4)C5=CN=CC=C5. Synergy scores: CSS=-4.85, Synergy_ZIP=2.97, Synergy_Bliss=1.79, Synergy_Loewe=-6.50, Synergy_HSA=-6.73. Cell line: NCI-H226. Drug 1: C1=CC(=CC=C1C#N)C(C2=CC=C(C=C2)C#N)N3C=NC=N3. (2) Drug 1: C1=CC(=CC=C1CCCC(=O)O)N(CCCl)CCCl. Drug 2: CN(C(=O)NC(C=O)C(C(C(CO)O)O)O)N=O. Cell line: SF-295. Synergy scores: CSS=29.2, Synergy_ZIP=-2.01, Synergy_Bliss=-3.05, Synergy_Loewe=-2.68, Synergy_HSA=-1.30. (3) Drug 1: CC(CN1CC(=O)NC(=O)C1)N2CC(=O)NC(=O)C2. Drug 2: C1=C(C(=O)NC(=O)N1)N(CCCl)CCCl. Cell line: HCC-2998. Synergy scores: CSS=10.2, Synergy_ZIP=-6.15, Synergy_Bliss=-6.26, Synergy_Loewe=-8.62, Synergy_HSA=-5.49.